Dataset: Reaction yield outcomes from USPTO patents with 853,638 reactions. Task: Predict the reaction yield, written as a fraction of the theoretical maximum amount of product (1.0 means a 100% yield; for example, 0.34 means a 34% yield). (1) The reactants are [CH3:1][S:2][CH2:3][CH2:4][CH2:5][CH2:6][O:7][C:8]1[C:17]2[C:16]([NH2:18])=[N:15][S:14](=[O:20])(=[O:19])[NH:13][C:12]=2[CH:11]=[CH:10][CH:9]=1.C1C=C(Cl)C=C(C(OO)=[O:29])C=1. The catalyst is C(Cl)Cl.CC(O)=O. The product is [CH3:1][S:2]([CH2:3][CH2:4][CH2:5][CH2:6][O:7][C:8]1[C:17]2[C:16]([NH2:18])=[N:15][S:14](=[O:19])(=[O:20])[NH:13][C:12]=2[CH:11]=[CH:10][CH:9]=1)=[O:29]. The yield is 0.900. (2) The reactants are [Br:1][C:2]1[C:11]([CH2:12]O)=[C:10]2[C:5]([NH:6][C:7]([CH3:17])([CH3:16])[C:8](=[O:15])[N:9]2[CH3:14])=[CH:4][CH:3]=1.C(N(CC)CC)C.CS([Cl:29])(=O)=O.C(OCC)(=O)C. The catalyst is ClCCl.O. The product is [Br:1][C:2]1[C:11]([CH2:12][Cl:29])=[C:10]2[C:5]([NH:6][C:7]([CH3:17])([CH3:16])[C:8](=[O:15])[N:9]2[CH3:14])=[CH:4][CH:3]=1. The yield is 0.720. (3) The catalyst is CN(C=O)C.[Cl-].[Na+].O. The product is [CH3:2][O:3][C:4](=[O:30])[C@@H:5]([NH:8][C:9]([C:11]1[C:12]([CH3:29])=[N:13][C:14]([NH:18][CH2:19][CH2:20][CH2:21][C:22]2[CH:27]=[CH:26][CH:25]=[C:24]([OH:28])[CH:23]=2)=[N:15][C:16]=1[CH3:17])=[O:10])[CH2:6][NH:7][C:37]([C:35]1[S:36][C:32]([CH3:31])=[CH:33][CH:34]=1)=[O:38]. The yield is 0.780. The reactants are Cl.[CH3:2][O:3][C:4](=[O:30])[C@@H:5]([NH:8][C:9]([C:11]1[C:12]([CH3:29])=[N:13][C:14]([NH:18][CH2:19][CH2:20][CH2:21][C:22]2[CH:27]=[CH:26][CH:25]=[C:24]([OH:28])[CH:23]=2)=[N:15][C:16]=1[CH3:17])=[O:10])[CH2:6][NH2:7].[CH3:31][C:32]1[S:36][C:35]([C:37](O)=[O:38])=[CH:34][CH:33]=1.C(N(CC)CC)C.CN(C(ON1N=NC2C=CC=CC1=2)=[N+](C)C)C.F[P-](F)(F)(F)(F)F.C1C=CC2N(O)N=NC=2C=1.